Task: Predict the product of the given reaction.. Dataset: Forward reaction prediction with 1.9M reactions from USPTO patents (1976-2016) Given the reactants Cl[C:2]1[CH:7]=[CH:6][N:5]=[C:4]([N:8]2[C:20](=[O:21])[C:19]3[S:18][C:17]4[CH2:16][CH2:15][CH2:14][CH2:13][C:12]=4[C:11]=3[CH:10]=[N:9]2)[C:3]=1[CH:22]=[O:23].[CH3:24][N:25]1[CH:30]=[C:29](B2OC(C)(C)C(C)(C)O2)[CH:28]=[C:27]([NH:40][C:41]2[CH:46]=[CH:45][N:44]=[CH:43][N:42]=2)[C:26]1=[O:47].C([O-])(=O)C.[Na+].[O-]P([O-])([O-])=O.[K+].[K+].[K+], predict the reaction product. The product is: [CH3:24][N:25]1[C:26](=[O:47])[C:27]([NH:40][C:41]2[CH:46]=[CH:45][N:44]=[CH:43][N:42]=2)=[CH:28][C:29]([C:2]2[CH:7]=[CH:6][N:5]=[C:4]([N:8]3[C:20](=[O:21])[C:19]4[S:18][C:17]5[CH2:16][CH2:15][CH2:14][CH2:13][C:12]=5[C:11]=4[CH:10]=[N:9]3)[C:3]=2[CH:22]=[O:23])=[CH:30]1.